Dataset: Reaction yield outcomes from USPTO patents with 853,638 reactions. Task: Predict the reaction yield, written as a fraction of the theoretical maximum amount of product (1.0 means a 100% yield; for example, 0.34 means a 34% yield). (1) The reactants are [CH2:1]([C:3]1[C:4]([OH:12])=[CH:5][C:6]([CH3:11])=[C:7]([CH:10]=1)[CH:8]=[O:9])[CH3:2].[H-].[Na+].[CH3:15][O:16][CH2:17][CH2:18][O:19][CH2:20]Cl. The catalyst is C1COCC1. The product is [CH2:1]([C:3]1[C:4]([O:12][CH2:15][O:16][CH2:17][CH2:18][O:19][CH3:20])=[CH:5][C:6]([CH3:11])=[C:7]([CH:10]=1)[CH:8]=[O:9])[CH3:2]. The yield is 0.650. (2) The reactants are [C:1]([O:4][CH2:5][C:6]([CH3:36])([CH3:35])[CH2:7][N:8]1[C:14]2[CH:15]=[CH:16][C:17]([Cl:19])=[CH:18][C:13]=2[C@@H:12]([C:20]2[CH:25]=[CH:24][CH:23]=[C:22]([O:26][CH3:27])[C:21]=2[O:28][CH3:29])[O:11][C@H:10]([CH2:30][C:31](O)=[O:32])[C:9]1=[O:34])(=[O:3])[CH3:2].C(N(CC)CC)C.ClC(OCC(C)C)=O.Cl.[NH2:53][C:54]1[CH:55]=[CH:56][C:57]2[O:61][C:60]([CH2:62][CH2:63][C:64]([O:66][CH2:67][CH3:68])=[O:65])=[CH:59][C:58]=2[CH:69]=1.N1C=CC=CC=1. The catalyst is CN(C)C=O.O. The product is [C:1]([O:4][CH2:5][C:6]([CH3:36])([CH3:35])[CH2:7][N:8]1[C:14]2[CH:13]=[CH:18][C:17]([Cl:19])=[CH:16][C:15]=2[C@@H:12]([C:20]2[CH:25]=[CH:24][CH:23]=[C:22]([O:26][CH3:27])[C:21]=2[O:28][CH3:29])[O:11][C@H:10]([CH2:30][C:31]([NH:53][C:54]2[CH:55]=[CH:56][C:57]3[O:61][C:60]([CH2:62][CH2:63][C:64]([O:66][CH2:67][CH3:68])=[O:65])=[CH:59][C:58]=3[CH:69]=2)=[O:32])[C:9]1=[O:34])(=[O:3])[CH3:2]. The yield is 0.909. (3) The reactants are [I:1][C:2]1[CH:3]=[N:4][NH:5][CH:6]=1.[CH3:7][O:8][C:9](=[O:15])[C:10]([CH3:14])([CH3:13])[CH2:11]O.C1(P(C2C=CC=CC=2)C2C=CC=CC=2)C=CC=CC=1.CC(OC(/N=N/C(OC(C)C)=O)=O)C. The catalyst is C1COCC1. The product is [CH3:7][O:8][C:9](=[O:15])[C:10]([CH3:14])([CH3:13])[CH2:11][N:4]1[CH:3]=[C:2]([I:1])[CH:6]=[N:5]1. The yield is 0.810. (4) The reactants are [CH:1]([O:4][C:5]1[CH:10]=[CH:9][CH:8]=[CH:7][C:6]=1[C:11]1([CH3:27])[NH:15][C:14](=[O:16])[N:13]([CH2:17][C:18](=[O:25])[C:19]2[CH:24]=[CH:23][CH:22]=[CH:21][CH:20]=2)[C:12]1=[O:26])([CH3:3])[CH3:2].[CH3:28]I. No catalyst specified. The product is [CH:1]([O:4][C:5]1[CH:10]=[CH:9][CH:8]=[CH:7][C:6]=1[C:11]1([CH3:27])[N:15]([CH3:28])[C:14](=[O:16])[N:13]([CH2:17][C:18](=[O:25])[C:19]2[CH:24]=[CH:23][CH:22]=[CH:21][CH:20]=2)[C:12]1=[O:26])([CH3:3])[CH3:2]. The yield is 0.530.